Dataset: NCI-60 drug combinations with 297,098 pairs across 59 cell lines. Task: Regression. Given two drug SMILES strings and cell line genomic features, predict the synergy score measuring deviation from expected non-interaction effect. (1) Drug 1: C1CCN(CC1)CCOC2=CC=C(C=C2)C(=O)C3=C(SC4=C3C=CC(=C4)O)C5=CC=C(C=C5)O. Drug 2: C1=NC2=C(N1)C(=S)N=C(N2)N. Cell line: SNB-19. Synergy scores: CSS=1.98, Synergy_ZIP=-2.47, Synergy_Bliss=-3.68, Synergy_Loewe=-3.71, Synergy_HSA=-4.01. (2) Drug 2: C1=NC(=NC(=O)N1C2C(C(C(O2)CO)O)O)N. Cell line: UACC-257. Drug 1: CC=C1C(=O)NC(C(=O)OC2CC(=O)NC(C(=O)NC(CSSCCC=C2)C(=O)N1)C(C)C)C(C)C. Synergy scores: CSS=52.2, Synergy_ZIP=-0.597, Synergy_Bliss=-1.68, Synergy_Loewe=-18.7, Synergy_HSA=-0.907. (3) Drug 1: CC1OCC2C(O1)C(C(C(O2)OC3C4COC(=O)C4C(C5=CC6=C(C=C35)OCO6)C7=CC(=C(C(=C7)OC)O)OC)O)O. Drug 2: CCC1(CC2CC(C3=C(CCN(C2)C1)C4=CC=CC=C4N3)(C5=C(C=C6C(=C5)C78CCN9C7C(C=CC9)(C(C(C8N6C)(C(=O)OC)O)OC(=O)C)CC)OC)C(=O)OC)O.OS(=O)(=O)O. Cell line: M14. Synergy scores: CSS=24.2, Synergy_ZIP=-4.58, Synergy_Bliss=-4.23, Synergy_Loewe=-26.4, Synergy_HSA=-3.49. (4) Drug 1: C1=NC2=C(N1)C(=S)N=CN2. Drug 2: CC1CCCC2(C(O2)CC(NC(=O)CC(C(C(=O)C(C1O)C)(C)C)O)C(=CC3=CSC(=N3)C)C)C. Cell line: DU-145. Synergy scores: CSS=56.0, Synergy_ZIP=-2.99, Synergy_Bliss=-5.53, Synergy_Loewe=-12.8, Synergy_HSA=-2.56. (5) Drug 1: CC(C)NC(=O)C1=CC=C(C=C1)CNNC.Cl. Drug 2: CCC1(C2=C(COC1=O)C(=O)N3CC4=CC5=C(C=CC(=C5CN(C)C)O)N=C4C3=C2)O.Cl. Cell line: UACC62. Synergy scores: CSS=-6.14, Synergy_ZIP=-20.0, Synergy_Bliss=-51.7, Synergy_Loewe=-101, Synergy_HSA=-51.1. (6) Drug 1: CC1=CC=C(C=C1)C2=CC(=NN2C3=CC=C(C=C3)S(=O)(=O)N)C(F)(F)F. Drug 2: C1=NNC2=C1C(=O)NC=N2. Cell line: MALME-3M. Synergy scores: CSS=11.6, Synergy_ZIP=-3.61, Synergy_Bliss=-0.163, Synergy_Loewe=-2.37, Synergy_HSA=1.03. (7) Drug 1: CC1=C2C(C(=O)C3(C(CC4C(C3C(C(C2(C)C)(CC1OC(=O)C(C(C5=CC=CC=C5)NC(=O)OC(C)(C)C)O)O)OC(=O)C6=CC=CC=C6)(CO4)OC(=O)C)OC)C)OC. Drug 2: CCCS(=O)(=O)NC1=C(C(=C(C=C1)F)C(=O)C2=CNC3=C2C=C(C=N3)C4=CC=C(C=C4)Cl)F. Cell line: OVCAR-4. Synergy scores: CSS=32.6, Synergy_ZIP=-1.09, Synergy_Bliss=2.41, Synergy_Loewe=-42.7, Synergy_HSA=2.29. (8) Synergy scores: CSS=60.3, Synergy_ZIP=-0.109, Synergy_Bliss=-3.23, Synergy_Loewe=-10.0, Synergy_HSA=-1.99. Drug 2: CC(C)(C#N)C1=CC(=CC(=C1)CN2C=NC=N2)C(C)(C)C#N. Cell line: 786-0. Drug 1: C1=CC(=C2C(=C1NCCNCCO)C(=O)C3=C(C=CC(=C3C2=O)O)O)NCCNCCO. (9) Drug 1: CC=C1C(=O)NC(C(=O)OC2CC(=O)NC(C(=O)NC(CSSCCC=C2)C(=O)N1)C(C)C)C(C)C. Drug 2: C1=NC(=NC(=O)N1C2C(C(C(O2)CO)O)O)N. Cell line: OVCAR-8. Synergy scores: CSS=72.3, Synergy_ZIP=-5.81, Synergy_Bliss=-6.40, Synergy_Loewe=-2.62, Synergy_HSA=-0.149.